Dataset: Reaction yield outcomes from USPTO patents with 853,638 reactions. Task: Predict the reaction yield, written as a fraction of the theoretical maximum amount of product (1.0 means a 100% yield; for example, 0.34 means a 34% yield). (1) The reactants are [CH3:1][O:2][C:3]1[CH:4]=[C:5]([CH:8]=[C:9]([O:11][CH3:12])[CH:10]=1)[C:6]#N.[C:13]1([Mg]Cl)[CH:18]=[CH:17][CH:16]=[CH:15][CH:14]=1.C1C[O:24]CC1. The catalyst is Cl. The product is [CH3:1][O:2][C:3]1[CH:4]=[C:5]([CH:8]=[C:9]([O:11][CH3:12])[CH:10]=1)[C:6]([C:13]1[CH:18]=[CH:17][CH:16]=[CH:15][CH:14]=1)=[O:24]. The yield is 0.750. (2) The reactants are [Br:1][C:2]1[CH:8]=[C:7]([Cl:9])[CH:6]=[C:5]([CH2:10][CH3:11])[C:3]=1N.[BrH:12].N([O-])=O.[Na+].NC(N)=O.[Li+].[Br-].[C:23]([Cl:26])([Cl:25])=[CH2:24]. The catalyst is O.CC(C)=O.[Cu](Br)Br. The product is [Br:1][C:2]1[CH:8]=[C:7]([Cl:9])[CH:6]=[C:5]([CH2:10][CH3:11])[C:3]=1[CH2:24][C:23]([Br:12])([Cl:26])[Cl:25]. The yield is 0.837.